From a dataset of NCI-60 drug combinations with 297,098 pairs across 59 cell lines. Regression. Given two drug SMILES strings and cell line genomic features, predict the synergy score measuring deviation from expected non-interaction effect. (1) Drug 1: CC1=C2C(C(=O)C3(C(CC4C(C3C(C(C2(C)C)(CC1OC(=O)C(C(C5=CC=CC=C5)NC(=O)C6=CC=CC=C6)O)O)OC(=O)C7=CC=CC=C7)(CO4)OC(=O)C)O)C)OC(=O)C. Synergy scores: CSS=0.352, Synergy_ZIP=0.645, Synergy_Bliss=-0.486, Synergy_Loewe=0.499, Synergy_HSA=-0.676. Cell line: OVCAR-4. Drug 2: CCC1(CC2CC(C3=C(CCN(C2)C1)C4=CC=CC=C4N3)(C5=C(C=C6C(=C5)C78CCN9C7C(C=CC9)(C(C(C8N6C)(C(=O)OC)O)OC(=O)C)CC)OC)C(=O)OC)O.OS(=O)(=O)O. (2) Drug 1: C1=CC=C(C=C1)NC(=O)CCCCCCC(=O)NO. Drug 2: C1CN(CCN1C(=O)CCBr)C(=O)CCBr. Cell line: MOLT-4. Synergy scores: CSS=72.7, Synergy_ZIP=-0.994, Synergy_Bliss=-0.480, Synergy_Loewe=0.487, Synergy_HSA=3.81. (3) Drug 1: C1CN1C2=NC(=NC(=N2)N3CC3)N4CC4. Drug 2: C(CN)CNCCSP(=O)(O)O. Cell line: HL-60(TB). Synergy scores: CSS=55.8, Synergy_ZIP=-0.701, Synergy_Bliss=0.0271, Synergy_Loewe=-36.5, Synergy_HSA=1.06. (4) Drug 1: CC1C(C(CC(O1)OC2CC(CC3=C2C(=C4C(=C3O)C(=O)C5=C(C4=O)C(=CC=C5)OC)O)(C(=O)C)O)N)O.Cl. Drug 2: CC1=C2C(C(=O)C3(C(CC4C(C3C(C(C2(C)C)(CC1OC(=O)C(C(C5=CC=CC=C5)NC(=O)OC(C)(C)C)O)O)OC(=O)C6=CC=CC=C6)(CO4)OC(=O)C)O)C)O. Cell line: HOP-92. Synergy scores: CSS=35.2, Synergy_ZIP=-7.91, Synergy_Bliss=-2.95, Synergy_Loewe=-11.6, Synergy_HSA=1.45. (5) Drug 1: C1=CC(=C2C(=C1NCCNCCO)C(=O)C3=C(C=CC(=C3C2=O)O)O)NCCNCCO. Drug 2: C1C(C(OC1N2C=C(C(=O)NC2=O)F)CO)O. Cell line: SF-539. Synergy scores: CSS=67.9, Synergy_ZIP=-2.83, Synergy_Bliss=-5.08, Synergy_Loewe=1.50, Synergy_HSA=3.57. (6) Drug 1: C1C(C(OC1N2C=C(C(=O)NC2=O)F)CO)O. Drug 2: N.N.Cl[Pt+2]Cl. Cell line: SK-MEL-2. Synergy scores: CSS=61.4, Synergy_ZIP=-3.41, Synergy_Bliss=-5.28, Synergy_Loewe=2.24, Synergy_HSA=1.36. (7) Drug 1: C1CC(=O)NC(=O)C1N2CC3=C(C2=O)C=CC=C3N. Drug 2: CCC1=CC2CC(C3=C(CN(C2)C1)C4=CC=CC=C4N3)(C5=C(C=C6C(=C5)C78CCN9C7C(C=CC9)(C(C(C8N6C)(C(=O)OC)O)OC(=O)C)CC)OC)C(=O)OC.C(C(C(=O)O)O)(C(=O)O)O. Cell line: MDA-MB-231. Synergy scores: CSS=9.62, Synergy_ZIP=-0.115, Synergy_Bliss=0.400, Synergy_Loewe=2.53, Synergy_HSA=2.38. (8) Drug 1: CC1C(C(=O)NC(C(=O)N2CCCC2C(=O)N(CC(=O)N(C(C(=O)O1)C(C)C)C)C)C(C)C)NC(=O)C3=C4C(=C(C=C3)C)OC5=C(C(=O)C(=C(C5=N4)C(=O)NC6C(OC(=O)C(N(C(=O)CN(C(=O)C7CCCN7C(=O)C(NC6=O)C(C)C)C)C)C(C)C)C)N)C. Drug 2: B(C(CC(C)C)NC(=O)C(CC1=CC=CC=C1)NC(=O)C2=NC=CN=C2)(O)O. Cell line: CCRF-CEM. Synergy scores: CSS=84.7, Synergy_ZIP=1.69, Synergy_Bliss=1.66, Synergy_Loewe=0.682, Synergy_HSA=2.95. (9) Drug 1: CCCS(=O)(=O)NC1=C(C(=C(C=C1)F)C(=O)C2=CNC3=C2C=C(C=N3)C4=CC=C(C=C4)Cl)F. Drug 2: C1CC(=O)NC(=O)C1N2C(=O)C3=CC=CC=C3C2=O. Cell line: HCC-2998. Synergy scores: CSS=-2.75, Synergy_ZIP=7.78, Synergy_Bliss=9.82, Synergy_Loewe=-1.23, Synergy_HSA=-2.16.